From a dataset of Catalyst prediction with 721,799 reactions and 888 catalyst types from USPTO. Predict which catalyst facilitates the given reaction. (1) Reactant: [F:1][C:2]1([F:20])[CH2:7][CH2:6][CH:5]([CH2:8]OS(C2C=CC(C)=CC=2)(=O)=O)[CH2:4][CH2:3]1.[C-:21]#[N:22].[Na+]. Product: [F:20][C:2]1([F:1])[CH2:3][CH2:4][CH:5]([CH2:8][C:21]#[N:22])[CH2:6][CH2:7]1. The catalyst class is: 16. (2) Reactant: [Br:1][C:2]1[C:3]([Cl:9])=[N:4][CH:5]=[C:6]([CH3:8])[CH:7]=1.C1C(=O)N([Br:17])C(=O)C1. Product: [Br:1][C:2]1[C:3]([Cl:9])=[N:4][CH:5]=[C:6]([CH2:8][Br:17])[CH:7]=1. The catalyst class is: 53. (3) Reactant: [F:1][C:2]1[CH:7]=[CH:6][C:5]([NH:8][C:9]([NH:11][C:12]2[CH:17]=[CH:16][C:15]([S:18]([CH:21]([CH2:26][CH2:27][N:28]3[C:33](=[O:34])[C:32]4[CH:35]=[CH:36][CH:37]=[CH:38][C:31]=4[N:30]=[N:29]3)[C:22]([O:24]C)=[O:23])(=[O:20])=[O:19])=[CH:14][CH:13]=2)=[O:10])=[CH:4][CH:3]=1.CO.O.[OH-].[Li+]. Product: [F:1][C:2]1[CH:7]=[CH:6][C:5]([NH:8][C:9]([NH:11][C:12]2[CH:17]=[CH:16][C:15]([S:18]([CH:21]([CH2:26][CH2:27][N:28]3[C:33](=[O:34])[C:32]4[CH:35]=[CH:36][CH:37]=[CH:38][C:31]=4[N:30]=[N:29]3)[C:22]([OH:24])=[O:23])(=[O:19])=[O:20])=[CH:14][CH:13]=2)=[O:10])=[CH:4][CH:3]=1. The catalyst class is: 7. (4) Reactant: [Br:1][C:2]1[CH:7]=[CH:6][C:5](/[C:8](=[CH:12]\[C:13]2[O:14][CH:15]=[CH:16][CH:17]=2)/[C:9](O)=[O:10])=[CH:4][CH:3]=1.C(Cl)(=O)C([Cl:21])=O.CN(C=O)C. Product: [Br:1][C:2]1[CH:7]=[CH:6][C:5]([C:8](=[CH:12][C:13]2[O:14][CH:15]=[CH:16][CH:17]=2)[C:9]([Cl:21])=[O:10])=[CH:4][CH:3]=1. The catalyst class is: 2. (5) The catalyst class is: 6. Reactant: [Br:1][C:2]1[C:3]([NH:16][S:17]([C:20]2[CH:25]=[CH:24][CH:23]=[CH:22][C:21]=2[F:26])(=[O:19])=[O:18])=[C:4]([C:9]([O:14][CH3:15])=[C:10]([CH2:12][CH3:13])[CH:11]=1)[C:5]([O:7]C)=[O:6].[OH-].[Li+].O1CCOCC1.C(#N)C. Product: [Br:1][C:2]1[C:3]([NH:16][S:17]([C:20]2[CH:25]=[CH:24][CH:23]=[CH:22][C:21]=2[F:26])(=[O:18])=[O:19])=[C:4]([C:9]([O:14][CH3:15])=[C:10]([CH2:12][CH3:13])[CH:11]=1)[C:5]([OH:7])=[O:6]. (6) Product: [Cl:12][C:13]1[CH:14]=[C:15]([NH:20][C:21]2[C:22]3[C:32]([NH2:33])=[CH:28][S:27][C:23]=3[N:24]=[CH:25][N:26]=2)[CH:16]=[CH:17][C:18]=1[F:19]. Reactant: C1CCN2C(=NCCC2)CC1.[Cl:12][C:13]1[CH:14]=[C:15]([NH:20][C:21]2[N:26]=[CH:25][N:24]=[C:23]([S:27][CH2:28]C(O)=O)[C:22]=2[C:32]#[N:33])[CH:16]=[CH:17][C:18]=1[F:19]. The catalyst class is: 1. (7) Reactant: [F:1][C:2]1([C:23]([O:25]C)=[O:24])[CH2:7][CH2:6][N:5]([CH:8]2[CH2:11][C:10]3([CH2:15][CH2:14][N:13](C(OC(C)(C)C)=O)[CH2:12]3)[CH2:9]2)[CH2:4][CH2:3]1.[C:27]([OH:33])([C:29]([F:32])([F:31])[F:30])=[O:28]. Product: [F:30][C:29]([F:32])([F:31])[C:27]([OH:33])=[O:28].[CH2:11]1[C:10]2([CH2:15][CH2:14][NH:13][CH2:12]2)[CH2:9][CH:8]1[N:5]1[CH2:6][CH2:7][C:2]([F:1])([C:23]([O:25][CH2:27][CH3:29])=[O:24])[CH2:3][CH2:4]1. The catalyst class is: 2. (8) Product: [Br:16][C:17]1[C:26]2[C:21](=[CH:22][C:23]([Br:27])=[CH:24][CH:25]=2)[CH:20]=[CH:19][C:18]=1[O:28][C:2]1[C:11]2[C:6](=[CH:7][C:8]([O:14][CH3:15])=[C:9]([O:12][CH3:13])[CH:10]=2)[N:5]=[CH:4][CH:3]=1. Reactant: Cl[C:2]1[C:11]2[C:6](=[CH:7][C:8]([O:14][CH3:15])=[C:9]([O:12][CH3:13])[CH:10]=2)[N:5]=[CH:4][CH:3]=1.[Br:16][C:17]1[C:26]2[C:21](=[CH:22][C:23]([Br:27])=[CH:24][CH:25]=2)[CH:20]=[CH:19][C:18]=1[OH:28].O. The catalyst class is: 420.